This data is from Full USPTO retrosynthesis dataset with 1.9M reactions from patents (1976-2016). The task is: Predict the reactants needed to synthesize the given product. (1) Given the product [CH2:1]([C:3]([C:6]1[CH:11]=[CH:10][C:9]([OH:12])=[C:8]([CH3:13])[CH:7]=1)([C:14]1[CH:19]=[CH:18][C:17](/[CH:20]=[CH:21]/[C:22]([CH2:31][CH3:32])([OH:25])[CH2:23][CH3:24])=[C:16]([CH2:26][CH2:27][CH3:28])[CH:15]=1)[CH2:4][CH3:5])[CH3:2], predict the reactants needed to synthesize it. The reactants are: [CH2:1]([C:3]([C:14]1[CH:19]=[CH:18][C:17](/[CH:20]=[CH:21]/[C:22](=[O:25])[CH2:23][CH3:24])=[C:16]([CH2:26][CH2:27][CH3:28])[CH:15]=1)([C:6]1[CH:11]=[CH:10][C:9]([OH:12])=[C:8]([CH3:13])[CH:7]=1)[CH2:4][CH3:5])[CH3:2].[NH4+].[Cl-].[CH2:31]1COC[CH2:32]1. (2) Given the product [F:34][C:2]([F:1])([F:33])[C:3]1[CH:4]=[C:5]([C@H:13]([O:15][C@H:16]2[O:24][CH2:23][C@@H:19]3[CH2:20][N:21]([C:38]4[CH2:43][O:42][CH2:41][C:40](=[O:44])[CH:39]=4)[CH2:22][C@H:18]3[C@@H:17]2[C:25]2[CH:30]=[C:29]([I:31])[CH:28]=[CH:27][C:26]=2[CH3:32])[CH3:14])[CH:6]=[C:7]([C:9]([F:12])([F:10])[F:11])[CH:8]=1, predict the reactants needed to synthesize it. The reactants are: [F:1][C:2]([F:34])([F:33])[C:3]1[CH:4]=[C:5]([C@H:13]([O:15][C@H:16]2[O:24][CH2:23][C@@H:19]3[CH2:20][NH:21][CH2:22][C@H:18]3[C@@H:17]2[C:25]2[CH:30]=[C:29]([I:31])[CH:28]=[CH:27][C:26]=2[CH3:32])[CH3:14])[CH:6]=[C:7]([C:9]([F:12])([F:11])[F:10])[CH:8]=1.C(O[C:38]1[CH2:43][O:42][CH2:41][C:40](=[O:44])[CH:39]=1)C.